This data is from Forward reaction prediction with 1.9M reactions from USPTO patents (1976-2016). The task is: Predict the product of the given reaction. (1) Given the reactants [CH:1](O)=O.[Cl:4][C:5]1[CH:6]=[N+:7]([O-:54])[CH:8]=[C:9]([Cl:53])[C:10]=1[CH2:11][C@H:12]([O:23][C:24](=[O:52])[C:25]1[CH:30]=[C:29]([CH2:31][N:32]([C:40]([O:42][C@@H:43]2[CH:48]3[CH2:49][CH2:50][N:45]([CH2:46][CH2:47]3)[CH2:44]2)=[O:41])[C:33]2[CH:38]=[CH:37][CH:36]=[CH:35][C:34]=2[F:39])[CH:28]=[C:27](Br)[CH:26]=1)[C:13]1[CH:18]=[CH:17][C:16]([O:19][CH3:20])=[C:15]([O:21][CH3:22])[CH:14]=1.CB1OBOBO1.Cl.ClC1C=[N+]([O-])C=C(Cl)C=1C[C@@H](C1C=CC(OC)=C(OC)C=1)O.Cl.CN(C)CCCN=C=NCC, predict the reaction product. The product is: [Cl:4][C:5]1[CH:6]=[N+:7]([O-:54])[CH:8]=[C:9]([Cl:53])[C:10]=1[CH2:11][C@H:12]([O:23][C:24](=[O:52])[C:25]1[CH:26]=[C:27]([CH3:1])[CH:28]=[C:29]([CH2:31][N:32]([C:40]([O:42][C@@H:43]2[CH:48]3[CH2:49][CH2:50][N:45]([CH2:46][CH2:47]3)[CH2:44]2)=[O:41])[C:33]2[CH:38]=[CH:37][CH:36]=[CH:35][C:34]=2[F:39])[CH:30]=1)[C:13]1[CH:18]=[CH:17][C:16]([O:19][CH3:20])=[C:15]([O:21][CH3:22])[CH:14]=1. (2) The product is: [Cl:12][C:10]1[CH:9]=[C:8]([C:13]#[N:14])[C:3]([C:4]([O:6][CH3:7])=[O:5])=[C:2]([NH:29][C:28]2[CH:30]=[CH:31][CH:32]=[C:26]([S:25][CH3:24])[CH:27]=2)[N:11]=1. Given the reactants Cl[C:2]1[N:11]=[C:10]([Cl:12])[CH:9]=[C:8]([C:13]#[N:14])[C:3]=1[C:4]([O:6][CH3:7])=[O:5].CCN(C(C)C)C(C)C.[CH3:24][S:25][C:26]1[CH:27]=[C:28]([CH:30]=[CH:31][CH:32]=1)[NH2:29].C([O-])(O)=O.[Na+], predict the reaction product. (3) The product is: [Cl:1][C:2]1[C:3]([O:12][C:13]2[CH:18]=[C:17]([O:19][CH2:20][CH2:21][CH2:22][C:23]#[N:24])[CH:16]=[CH:15][C:14]=2/[CH:25]=[CH:26]/[C:27]([OH:29])=[O:28])=[N:4][CH:5]=[C:6]([C:8]([F:9])([F:11])[F:10])[CH:7]=1. Given the reactants [Cl:1][C:2]1[C:3]([O:12][C:13]2[CH:18]=[C:17]([O:19][CH2:20][CH2:21][CH2:22][C:23]#[N:24])[CH:16]=[CH:15][C:14]=2/[CH:25]=[CH:26]/[C:27]([O:29]CC)=[O:28])=[N:4][CH:5]=[C:6]([C:8]([F:11])([F:10])[F:9])[CH:7]=1.O1CCCC1.[OH-].[Na+].Cl, predict the reaction product. (4) Given the reactants [C:1]([C:3]1[CH:8]=[CH:7][C:6]([CH:9]2[CH2:14][CH2:13][N:12]([C:15]([C:17]3[C:18]([CH2:29][CH3:30])=[CH:19][C:20]([CH2:27][CH3:28])=[C:21]([CH:26]=3)[C:22]([NH:24][NH2:25])=[O:23])=[O:16])[CH2:11][CH2:10]2)=[CH:5][CH:4]=1)#[N:2].O.C(=O)(O)[O-].[Na+].Br[C:38]#[N:39], predict the reaction product. The product is: [NH2:39][C:38]1[O:23][C:22]([C:21]2[C:20]([CH2:27][CH3:28])=[CH:19][C:18]([CH2:29][CH3:30])=[C:17]([CH:26]=2)[C:15]([N:12]2[CH2:13][CH2:14][CH:9]([C:6]3[CH:5]=[CH:4][C:3]([C:1]#[N:2])=[CH:8][CH:7]=3)[CH2:10][CH2:11]2)=[O:16])=[N:24][N:25]=1. (5) Given the reactants C(OC([NH:8][C@H:9]([CH3:33])[C:10]([NH:12][C@@H:13]([CH2:24][C:25]1[CH:30]=[CH:29][C:28]([O:31][CH3:32])=[CH:27][CH:26]=1)[C:14]([O:16][CH2:17][C:18]1[CH:23]=[CH:22][CH:21]=[CH:20][CH:19]=1)=[O:15])=[O:11])=O)(C)(C)C.[C:34]([OH:40])([C:36]([F:39])([F:38])[F:37])=[O:35], predict the reaction product. The product is: [NH2:8][C@H:9]([CH3:33])[C:10]([NH:12][C@@H:13]([CH2:24][C:25]1[CH:26]=[CH:27][C:28]([O:31][CH3:32])=[CH:29][CH:30]=1)[C:14]([O:16][CH2:17][C:18]1[CH:23]=[CH:22][CH:21]=[CH:20][CH:19]=1)=[O:15])=[O:11].[C:34]([OH:40])([C:36]([F:39])([F:38])[F:37])=[O:35]. (6) Given the reactants [Si]([O:8][CH2:9][CH2:10][C@H:11]([NH:19][C:20]1[O:21][C:22]([CH3:36])([CH3:35])[CH:23]([C:28]2[CH:29]=[N:30][C:31](Cl)=[CH:32][CH:33]=2)[S:24](=[O:27])(=[O:26])[N:25]=1)[C:12]1[CH:17]=[CH:16][CH:15]=[CH:14][C:13]=1[F:18])(C(C)(C)C)(C)C.[H][H], predict the reaction product. The product is: [CH3:35][C:22]1([CH3:36])[O:21][C:20]([NH:19][C@H:11]([C:12]2[CH:17]=[CH:16][CH:15]=[CH:14][C:13]=2[F:18])[CH2:10][CH2:9][OH:8])=[N:25][S:24](=[O:26])(=[O:27])[CH:23]1[C:28]1[CH:29]=[N:30][CH:31]=[CH:32][CH:33]=1. (7) Given the reactants [CH2:1]([NH:3][C:4]1[C:13]([CH:14]=[O:15])=[CH:12][C:11]2[CH:10]=[C:9]3[O:16][CH2:17][O:18][C:8]3=[CH:7][C:6]=2[N:5]=1)[CH3:2].[BH4-].[Na+].Cl.C([O-])(O)=O.[Na+], predict the reaction product. The product is: [CH2:1]([NH:3][C:4]1[C:13]([CH2:14][OH:15])=[CH:12][C:11]2[CH:10]=[C:9]3[O:16][CH2:17][O:18][C:8]3=[CH:7][C:6]=2[N:5]=1)[CH3:2]. (8) Given the reactants [CH3:1][C:2]1([N:15]2[CH2:20][CH2:19][CH:18]([NH:21][C@H:22]3[CH2:27][CH2:26][CH2:25][CH2:24][C@@H:23]3[CH2:28][C:29](O)=[O:30])[CH2:17][CH2:16]2)[CH2:7][CH2:6][N:5]([C:8]([O:10][C:11]([CH3:14])([CH3:13])[CH3:12])=[O:9])[CH2:4][CH2:3]1.C(N(C(C)C)CC)(C)C.CN(C(ON1N=NC2C=CC=NC1=2)=[N+](C)C)C.F[P-](F)(F)(F)(F)F, predict the reaction product. The product is: [O:30]=[C:29]1[CH2:28][C@@H:23]2[C@H:22]([CH2:27][CH2:26][CH2:25][CH2:24]2)[N:21]1[CH:18]1[CH2:17][CH2:16][N:15]([C:2]2([CH3:1])[CH2:3][CH2:4][N:5]([C:8]([O:10][C:11]([CH3:12])([CH3:14])[CH3:13])=[O:9])[CH2:6][CH2:7]2)[CH2:20][CH2:19]1. (9) Given the reactants [N+:1]([C:4]1[CH:39]=[CH:38][CH:37]=[CH:36][C:5]=1[C:6]([NH:8][C:9]1[CH:35]=[CH:34][CH:33]=[CH:32][C:10]=1[C:11]([NH:13][C:14]1[CH:31]=[CH:30][CH:29]=[CH:28][C:15]=1[C:16]([NH:18][C:19]1[CH:27]=[CH:26][CH:25]=[CH:24][C:20]=1[C:21]([OH:23])=[O:22])=[O:17])=[O:12])=[O:7])([O-])=O, predict the reaction product. The product is: [NH2:1][C:4]1[CH:39]=[CH:38][CH:37]=[CH:36][C:5]=1[C:6]([NH:8][C:9]1[CH:35]=[CH:34][CH:33]=[CH:32][C:10]=1[C:11]([NH:13][C:14]1[CH:31]=[CH:30][CH:29]=[CH:28][C:15]=1[C:16]([NH:18][C:19]1[CH:27]=[CH:26][CH:25]=[CH:24][C:20]=1[C:21]([OH:23])=[O:22])=[O:17])=[O:12])=[O:7].[NH2:18][C:19]1[CH:27]=[CH:26][CH:25]=[CH:24][C:20]=1[C:21]([OH:23])=[O:22]. (10) Given the reactants [Br:1][C:2]1[CH:7]=[CH:6][C:5]2[C:8]3[C:13]([C:14]4([CH2:19][CH2:18][NH:17][CH2:16][CH2:15]4)[C:4]=2[CH:3]=1)=[CH:12][C:11]([Br:20])=[CH:10][CH:9]=3.[CH2:21]=O, predict the reaction product. The product is: [Br:1][C:2]1[CH:7]=[CH:6][C:5]2[C:8]3[C:13]([C:14]4([CH2:15][CH2:16][N:17]([CH3:21])[CH2:18][CH2:19]4)[C:4]=2[CH:3]=1)=[CH:12][C:11]([Br:20])=[CH:10][CH:9]=3.